The task is: Predict which catalyst facilitates the given reaction.. This data is from Catalyst prediction with 721,799 reactions and 888 catalyst types from USPTO. (1) Reactant: [Cl:1][C:2]1[N:7]=[C:6](Cl)[N:5]=[C:4]([NH:9][C:10]2[CH:15]=[CH:14][CH:13]=[CH:12][CH:11]=2)[N:3]=1.[O:16]1[C:21]2[CH:22]=[CH:23][C:24]([NH2:26])=[CH:25][C:20]=2[O:19][CH2:18][CH2:17]1.C(N(CC)CC)C. Product: [Cl:1][C:2]1[N:7]=[C:6]([NH:26][C:24]2[CH:23]=[CH:22][C:21]3[O:16][CH2:17][CH2:18][O:19][C:20]=3[CH:25]=2)[N:5]=[C:4]([NH:9][C:10]2[CH:15]=[CH:14][CH:13]=[CH:12][CH:11]=2)[N:3]=1. The catalyst class is: 7. (2) Reactant: [CH3:1][CH:2]([CH3:12])[CH:3]([C:5]1[CH:6]=[CH:7][C:8]([Br:11])=[N:9][CH:10]=1)[OH:4].C[N+]1([O-])CCOCC1. Product: [CH3:1][CH:2]([CH3:12])[C:3]([C:5]1[CH:6]=[CH:7][C:8]([Br:11])=[N:9][CH:10]=1)=[O:4]. The catalyst class is: 678. (3) Reactant: [CH3:1][O:2][C:3]1[CH:25]=[CH:24][C:6]([CH2:7][N:8]2[C:13]3[N:14]=[CH:15][C:16]([CH:18]=O)=[CH:17][C:12]=3[C:11]3=[N:20][CH:21]=[N:22][N:10]3[C:9]2=[O:23])=[CH:5][CH:4]=1.[CH:26]12[CH2:32][CH:29]([NH:30][CH2:31]1)[CH2:28][O:27]2.C(O)(=O)C.C([BH3-])#N.[Na+]. Product: [CH:26]12[CH2:32][CH:29]([N:30]([CH2:18][C:16]3[CH:15]=[N:14][C:13]4[N:8]([CH2:7][C:6]5[CH:5]=[CH:4][C:3]([O:2][CH3:1])=[CH:25][CH:24]=5)[C:9](=[O:23])[N:10]5[N:22]=[CH:21][N:20]=[C:11]5[C:12]=4[CH:17]=3)[CH2:31]1)[CH2:28][O:27]2. The catalyst class is: 449. (4) The catalyst class is: 41. Product: [Cl:29][C:16]1[C:15]([C:13]2[C:12]([Cl:30])=[CH:11][N:10]=[C:9]([NH:8][C@H:5]3[CH2:6][CH2:7][C@H:2]([NH:1][CH2:34][C@@H:33]([OH:35])[C:32]([F:37])([F:36])[F:31])[CH2:3][CH2:4]3)[CH:14]=2)=[CH:20][C:19]([NH:21][CH2:22][CH:23]2[CH2:28][CH2:27][O:26][CH2:25][CH2:24]2)=[CH:18][N:17]=1. Reactant: [NH2:1][C@H:2]1[CH2:7][CH2:6][C@H:5]([NH:8][C:9]2[CH:14]=[C:13]([C:15]3[C:16]([Cl:29])=[N:17][CH:18]=[C:19]([NH:21][CH2:22][CH:23]4[CH2:28][CH2:27][O:26][CH2:25][CH2:24]4)[CH:20]=3)[C:12]([Cl:30])=[CH:11][N:10]=2)[CH2:4][CH2:3]1.[F:31][C:32]([F:37])([F:36])[C@@H:33]1[O:35][CH2:34]1.